This data is from Full USPTO retrosynthesis dataset with 1.9M reactions from patents (1976-2016). The task is: Predict the reactants needed to synthesize the given product. (1) Given the product [CH3:33][N:2]([CH3:1])[CH2:3][CH2:4][N:5]([CH3:32])[C:6]1[CH:11]=[C:10]([O:12][CH3:13])[C:9]([NH:14][C:15]2[N:20]=[C:19]([C:21]3[C:29]4[C:24](=[CH:25][CH:26]=[CH:27][CH:28]=4)[N:23]([CH3:30])[CH:22]=3)[CH:18]=[CH:17][N:16]=2)=[CH:8][C:7]=1[NH:31][C:37](=[O:38])[CH:36]=[CH2:35], predict the reactants needed to synthesize it. The reactants are: [CH3:1][N:2]([CH3:33])[CH2:3][CH2:4][N:5]([CH3:32])[C:6]1[C:7]([NH2:31])=[CH:8][C:9]([NH:14][C:15]2[N:20]=[C:19]([C:21]3[C:29]4[C:24](=[CH:25][CH:26]=[CH:27][CH:28]=4)[N:23]([CH3:30])[CH:22]=3)[CH:18]=[CH:17][N:16]=2)=[C:10]([O:12][CH3:13])[CH:11]=1.Cl[CH2:35][CH2:36][C:37](Cl)=[O:38].[OH-].[Na+].CO. (2) Given the product [CH:42]([O:41][C:38]1[CH:39]=[CH:40][C:35]([NH:34][C:33]([N:20]2[CH2:19][CH2:18][N:17]([C:13]3[C:14]([CH:15]=[O:16])=[C:9]([NH2:8])[N:10]=[CH:11][N:12]=3)[CH2:22][CH2:21]2)=[O:32])=[CH:36][CH:37]=1)([CH3:44])[CH3:43], predict the reactants needed to synthesize it. The reactants are: FC(F)(F)C(O)=O.[NH2:8][C:9]1[C:14]([CH:15]=[O:16])=[C:13]([N:17]2[CH2:22][CH2:21][NH:20][CH2:19][CH2:18]2)[N:12]=[CH:11][N:10]=1.[N+](C1C=CC([O:32][C:33](=O)[NH:34][C:35]2[CH:40]=[CH:39][C:38]([O:41][CH:42]([CH3:44])[CH3:43])=[CH:37][CH:36]=2)=CC=1)([O-])=O.CCN(C(C)C)C(C)C. (3) Given the product [Cl:23][C:24]1[CH:29]=[CH:28][CH:27]=[CH:26][C:25]=1[C:2]1[CH:11]=[CH:10][CH:9]=[C:8]2[C:3]=1[CH:4]=[CH:5][C:6]([NH:13][C@H:14]1[C:22]3[C:17](=[CH:18][CH:19]=[CH:20][CH:21]=3)[CH2:16][CH2:15]1)=[N:7]2, predict the reactants needed to synthesize it. The reactants are: I[C:2]1[CH:11]=[CH:10][CH:9]=[C:8]2[C:3]=1[CH:4]=[CH:5][C:6](Cl)=[N:7]2.[NH2:13][C@H:14]1[C:22]2[C:17](=[CH:18][CH:19]=[CH:20][CH:21]=2)[CH2:16][CH2:15]1.[Cl:23][C:24]1[CH:29]=[CH:28][CH:27]=[CH:26][C:25]=1B(O)O. (4) Given the product [Cl:1][C:2]1[CH:7]=[CH:6][C:5]([S:8]([NH:11][C:12]2[CH:17]=[CH:16][C:15]([C:18]#[N:19])=[CH:14][C:13]=2[N+:20]([O-:22])=[O:21])(=[O:10])=[O:9])=[CH:4][CH:3]=1, predict the reactants needed to synthesize it. The reactants are: [Cl:1][C:2]1[CH:7]=[CH:6][C:5]([S:8]([NH:11][C:12]2[CH:17]=[CH:16][C:15]([C:18]#[N:19])=[CH:14][CH:13]=2)(=[O:10])=[O:9])=[CH:4][CH:3]=1.[N+:20]([O-])([OH:22])=[O:21].O.